Predict the product of the given reaction. From a dataset of Forward reaction prediction with 1.9M reactions from USPTO patents (1976-2016). (1) Given the reactants C([O:5][C:6](=[O:66])[CH2:7][CH2:8][CH2:9][CH2:10][CH2:11][CH2:12][CH2:13][CH2:14][CH2:15][CH2:16][CH2:17][CH2:18][CH2:19][CH2:20][CH2:21][CH2:22][C:23](=[O:65])[NH:24][C@H:25]([C:58]([O:60]C(C)(C)C)=[O:59])[CH2:26][CH2:27][C:28](=[O:57])[NH:29][CH2:30][CH2:31][O:32][CH2:33][CH2:34][O:35][CH2:36][C:37](=[O:56])[NH:38][CH2:39][CH2:40][O:41][CH2:42][CH2:43][O:44][CH2:45][C:46]([O:48][N:49]1[C:53](=[O:54])[CH2:52][CH2:51][C:50]1=[O:55])=[O:47])(C)(C)C, predict the reaction product. The product is: [C:58]([C@@H:25]([NH:24][C:23]([CH2:22][CH2:21][CH2:20][CH2:19][CH2:18][CH2:17][CH2:16][CH2:15][CH2:14][CH2:13][CH2:12][CH2:11][CH2:10][CH2:9][CH2:8][CH2:7][C:6]([OH:66])=[O:5])=[O:65])[CH2:26][CH2:27][C:28](=[O:57])[NH:29][CH2:30][CH2:31][O:32][CH2:33][CH2:34][O:35][CH2:36][C:37](=[O:56])[NH:38][CH2:39][CH2:40][O:41][CH2:42][CH2:43][O:44][CH2:45][C:46]([O:48][N:49]1[C:53](=[O:54])[CH2:52][CH2:51][C:50]1=[O:55])=[O:47])([OH:60])=[O:59]. (2) Given the reactants [CH3:1][C:2]1[N:7]=[CH:6][C:5](/[CH:8]=[CH:9]\[N:10]2[C:18]3[CH:17]=[CH:16][C:15]([O:19][C:20]([F:23])([F:22])[F:21])=[CH:14][C:13]=3[C:12]3[CH2:24][N:25]4[CH2:30][CH2:29][CH:28]([C:11]2=3)[CH2:27][CH2:26]4)=[CH:4][CH:3]=1, predict the reaction product. The product is: [CH3:1][C:2]1[N:7]=[CH:6][C:5]([CH2:8][CH2:9][N:10]2[C:18]3[CH:17]=[CH:16][C:15]([O:19][C:20]([F:22])([F:23])[F:21])=[CH:14][C:13]=3[C:12]3[CH2:24][N:25]4[CH2:26][CH2:27][CH:28]([C:11]2=3)[CH2:29][CH2:30]4)=[CH:4][CH:3]=1. (3) The product is: [C:52]([O:39][C:35]([NH:36][N:37]=[C:20]([C:8]1[C:9]([O:11][C:12]2[CH:17]=[CH:16][C:15]([F:18])=[CH:14][C:13]=2[F:19])=[N:10][C:5]([O:4][C:3]2[CH:30]=[CH:31][C:32]([F:34])=[CH:33][C:2]=2[F:1])=[N:6][CH:7]=1)[NH:22][C@H:23]([CH3:29])[CH2:24][S:25]([CH3:28])(=[O:27])=[O:26])=[O:38])([CH3:51])([CH3:53])[CH3:56]. Given the reactants [F:1][C:2]1[CH:33]=[C:32]([F:34])[CH:31]=[CH:30][C:3]=1[O:4][C:5]1[N:10]=[C:9]([O:11][C:12]2[CH:17]=[CH:16][C:15]([F:18])=[CH:14][C:13]=2[F:19])[C:8]([CH:20]([N:22]=[C:23]([CH3:29])[CH2:24][S:25]([CH3:28])(=[O:27])=[O:26])Cl)=[CH:7][N:6]=1.[C:35]([O:39]C(OC(C)(C)C)=O)(=[O:38])[NH:36][NH2:37].N1[C:52]([CH3:53])=[CH:51]C=CC=1C.O1CCC[CH2:56]1, predict the reaction product. (4) Given the reactants C([O:3][C:4]([C:6]1[N:7]([C:32]2[CH:37]=[CH:36][C:35]([O:38][CH:39]([CH3:41])[CH3:40])=[CH:34][CH:33]=2)[C:8]2[C:13]([C:14]=1N1CCOCC1)=[C:12](C)[C:11]([C:22]1[CH:27]=[CH:26][C:25]([C:28]([CH3:31])([CH3:30])[CH3:29])=[CH:24][CH:23]=1)=[CH:10][CH:9]=2)=[O:5])C.[OH-:42].[Na+].Cl, predict the reaction product. The product is: [C:28]([C:25]1[CH:26]=[CH:27][C:22]([C:11]2[CH:12]=[C:13]3[C:8](=[CH:9][CH:10]=2)[N:7]([C:32]2[CH:33]=[CH:34][C:35]([O:38][CH:39]([CH3:41])[CH3:40])=[CH:36][CH:37]=2)[C:6]([C:4]([OH:3])=[O:5])=[C:14]3[CH2:32][N:7]2[CH2:8][CH2:9][O:42][CH2:4][CH2:6]2)=[CH:23][CH:24]=1)([CH3:29])([CH3:31])[CH3:30].